From a dataset of Forward reaction prediction with 1.9M reactions from USPTO patents (1976-2016). Predict the product of the given reaction. (1) Given the reactants [O:1]=[C:2]1[N:6]=[C:5]2[C:7]3[CH:8]=[CH:9][CH:10]=[C:11]4[C:16]=3[C:15]([C:4]2=[C:3]1[C:17]#[N:18])=[CH:14][CH:13]=[CH:12]4.[S:19]1[CH:23]=[CH:22][CH:21]=[C:20]1[CH2:24][OH:25], predict the reaction product. The product is: [S:19]1[CH:23]=[CH:22][CH:21]=[C:20]1[CH2:24][O:25][C:8]1[C:7]2[C:5]3[C:4]([C:15]4[C:16]=2[C:11]([CH:12]=[CH:13][CH:14]=4)=[CH:10][CH:9]=1)=[C:3]([C:17]#[N:18])[C:2](=[O:1])[N:6]=3. (2) Given the reactants [CH2:1]([O:3][CH:4]([O:41][CH2:42][CH3:43])[CH2:5][N:6]([CH2:32][CH2:33][CH2:34][C:35]1[CH:40]=[CH:39][CH:38]=[CH:37][CH:36]=1)[C:7](=[O:31])[C@@H:8]([NH:20]C(=O)OCC1C=CC=CC=1)[CH2:9][C:10]1[C:19]2[C:14](=[CH:15][CH:16]=[CH:17][CH:18]=2)[CH:13]=[CH:12][CH:11]=1)[CH3:2], predict the reaction product. The product is: [NH2:20][C@@H:8]([CH2:9][C:10]1[C:19]2[C:14](=[CH:15][CH:16]=[CH:17][CH:18]=2)[CH:13]=[CH:12][CH:11]=1)[C:7]([N:6]([CH2:5][CH:4]([O:41][CH2:42][CH3:43])[O:3][CH2:1][CH3:2])[CH2:32][CH2:33][CH2:34][C:35]1[CH:40]=[CH:39][CH:38]=[CH:37][CH:36]=1)=[O:31]. (3) Given the reactants [C:1]([NH:8][C@H:9]([C:14]([OH:16])=O)[CH2:10][CH2:11][S:12][CH3:13])([O:3][C:4]([CH3:7])([CH3:6])[CH3:5])=[O:2].N1(OC(N(C)C)=[N+](C)C)C2C=CC=CC=2N=N1.F[P-](F)(F)(F)(F)F.Cl.[CH2:42]([O:49][C:50]1[CH:56]=[CH:55][C:53]([NH2:54])=[CH:52][CH:51]=1)[C:43]1[CH:48]=[CH:47][CH:46]=[CH:45][CH:44]=1.C(N(C(C)C)C(C)C)C.C(O)(=O)CC(CC(O)=O)(C(O)=O)O, predict the reaction product. The product is: [C:4]([O:3][C:1](=[O:2])[NH:8][C@H:9]([C:14](=[O:16])[NH:54][C:53]1[CH:52]=[CH:51][C:50]([O:49][CH2:42][C:43]2[CH:44]=[CH:45][CH:46]=[CH:47][CH:48]=2)=[CH:56][CH:55]=1)[CH2:10][CH2:11][S:12][CH3:13])([CH3:5])([CH3:6])[CH3:7]. (4) Given the reactants [C:1]([NH:4][C:5]([C:38](=[O:44])[NH:39][C:40]([CH3:43])([CH3:42])[CH3:41])([CH2:25][CH2:26][CH2:27][CH2:28][B:29]1[O:33][C:32]([CH3:35])([CH3:34])[C:31]([CH3:37])([CH3:36])[O:30]1)[CH2:6][CH2:7][CH:8]1[CH2:17][C:16]2[C:11](=[CH:12][CH:13]=[CH:14][CH:15]=2)[CH2:10][N:9]1C(OC(C)(C)C)=O)(=[O:3])[CH3:2].Cl, predict the reaction product. The product is: [C:1]([NH:4][C:5]([CH2:6][CH2:7][CH:8]1[CH2:17][C:16]2[C:11](=[CH:12][CH:13]=[CH:14][CH:15]=2)[CH2:10][NH:9]1)([CH2:25][CH2:26][CH2:27][CH2:28][B:29]1[O:30][C:31]([CH3:36])([CH3:37])[C:32]([CH3:34])([CH3:35])[O:33]1)[C:38]([NH:39][C:40]([CH3:41])([CH3:42])[CH3:43])=[O:44])(=[O:3])[CH3:2].